The task is: Predict the reactants needed to synthesize the given product.. This data is from Full USPTO retrosynthesis dataset with 1.9M reactions from patents (1976-2016). Given the product [CH3:22][C:21]1[CH:20]=[CH:19][CH:18]=[C:17]([CH3:23])[C:16]=1[C:13]1[CH:12]=[CH:11][C:10]2[C:9]3[N:24]([CH:27]4[CH2:32][CH2:31][O:30][CH2:29][CH2:28]4)[N:25]=[CH:26][C:8]=3[C:7](=[O:33])[NH:6][C:15]=2[CH:14]=1, predict the reactants needed to synthesize it. The reactants are: COC1C=C(OC)C=CC=1C[N:6]1[C:15]2[CH:14]=[C:13]([C:16]3[C:21]([CH3:22])=[CH:20][CH:19]=[CH:18][C:17]=3[CH3:23])[CH:12]=[CH:11][C:10]=2[C:9]2[N:24]([CH:27]3[CH2:32][CH2:31][O:30][CH2:29][CH2:28]3)[N:25]=[CH:26][C:8]=2[C:7]1=[O:33].